Dataset: Reaction yield outcomes from USPTO patents with 853,638 reactions. Task: Predict the reaction yield, written as a fraction of the theoretical maximum amount of product (1.0 means a 100% yield; for example, 0.34 means a 34% yield). (1) The reactants are [CH2:1]([O:8][N:9]1[C:15](=[O:16])[N:14]2[CH2:17][C@H:10]1[CH2:11][CH2:12][C@H:13]2[C:18]([OH:20])=O)[C:2]1[CH:7]=[CH:6][CH:5]=[CH:4][CH:3]=1.[CH3:21][S:22]([NH:25][NH2:26])(=[O:24])=[O:23].ON1C2C=CC=CC=2N=N1.Cl.C(N=C=NCCCN(C)C)C. The catalyst is C(Cl)Cl.CN(C)C1C=CN=CC=1. The product is [CH2:1]([O:8][N:9]1[C:15](=[O:16])[N:14]2[CH2:17][C@H:10]1[CH2:11][CH2:12][C@@H:13]2[C:18]([NH:26][NH:25][S:22]([CH3:21])(=[O:24])=[O:23])=[O:20])[C:2]1[CH:3]=[CH:4][CH:5]=[CH:6][CH:7]=1. The yield is 0.420. (2) The reactants are [CH3:1][O:2][C:3]1[CH:4]=[C:5]([S:11]([O:14][CH2:15][C:16]([O:18]CC2C=CC=CC=2)=[O:17])(=[O:13])=[O:12])[CH:6]=[CH:7][C:8]=1[O:9][CH3:10].[OH-].[Na+]. The catalyst is CO.Cl. The product is [CH3:1][O:2][C:3]1[CH:4]=[C:5]([S:11]([O:14][CH2:15][C:16]([OH:18])=[O:17])(=[O:12])=[O:13])[CH:6]=[CH:7][C:8]=1[O:9][CH3:10]. The yield is 0.830. (3) The reactants are Br[C:2]1[CH:3]=[CH:4][C:5](O)=[C:6]([C:8]2[CH:17]=[CH:16][C:15]3[C:10](=[CH:11][CH:12]=[C:13]([C:18]4[N:22]([CH:23]5[CH2:28][CH2:27][CH2:26][CH2:25][CH2:24]5)[C:21]5[CH:29]=[CH:30][C:31]([C:33]([OH:35])=[O:34])=[CH:32][C:20]=5[N:19]=4)[CH:14]=3)[N:9]=2)[CH:7]=1.C(OC(C1C=CC2N(C3CCCCC3)C(C3C=CC(N)=C(C=O)C=3)=NC=2C=1)=O)C.C(C1C=CC([NH:75][C:76](=[O:78])[CH3:77])=CC=1)(=O)C.[OH-].[K+]. The catalyst is C(O)C. The product is [C:76]([NH:75][C:3]1[CH:4]=[CH:5][C:6]([C:8]2[CH:17]=[CH:16][C:15]3[C:10](=[CH:11][CH:12]=[C:13]([C:18]4[N:22]([CH:23]5[CH2:28][CH2:27][CH2:26][CH2:25][CH2:24]5)[C:21]5[CH:29]=[CH:30][C:31]([C:33]([OH:35])=[O:34])=[CH:32][C:20]=5[N:19]=4)[CH:14]=3)[N:9]=2)=[CH:7][CH:2]=1)(=[O:78])[CH3:77]. The yield is 0.150. (4) The reactants are [SH:1][CH2:2][C@H:3]([NH:7][CH2:8][C:9]1[CH:14]=[CH:13][C:12]([O:15][CH3:16])=[CH:11][CH:10]=1)[C:4]([OH:6])=[O:5].[BH4-].[Na+].[OH-].[Na+].COC1C=CC(C2NC(C(O)=O)CS2)=CC=1. The catalyst is C([O-])([O-])=O.[K+].[K+].C(O)(=O)C. The product is [SH:1][CH2:2][CH:3]([NH:7][CH2:8][C:9]1[CH:10]=[CH:11][C:12]([O:15][CH3:16])=[CH:13][CH:14]=1)[C:4]([OH:6])=[O:5]. The yield is 0.680.